Dataset: Reaction yield outcomes from USPTO patents with 853,638 reactions. Task: Predict the reaction yield, written as a fraction of the theoretical maximum amount of product (1.0 means a 100% yield; for example, 0.34 means a 34% yield). The reactants are [NH2:1][C:2]1[CH:3]=[C:4]([C:8]2[C:17]3[C:12](=[CH:13][C:14]([O:20][CH3:21])=[C:15]([O:18][CH3:19])[CH:16]=3)[N:11]=[C:10](CN)[N:9]=2)[CH:5]=[CH:6][CH:7]=1.[N:24]1C=CC=C[CH:25]=1.C[O:31][C:32](=[O:42])[C:33]1[CH:38]=[CH:37][C:36]([C:39](Cl)=[O:40])=[CH:35][CH:34]=1.[CH3:43]S(C)=O. The catalyst is O1CCCC1. The product is [CH3:43][C:34]1[CH:35]=[C:36]([C:39]([NH:1][C:2]2[CH:7]=[CH:6][CH:5]=[C:4]([C:8]3[C:17]4[C:12](=[CH:13][C:14]([O:20][CH3:21])=[C:15]([O:18][CH3:19])[CH:16]=4)[N:11]=[C:10]([NH:24][CH3:25])[N:9]=3)[CH:3]=2)=[O:40])[CH:37]=[CH:38][C:33]=1[C:32]([OH:31])=[O:42]. The yield is 0.532.